This data is from Peptide-MHC class I binding affinity with 185,985 pairs from IEDB/IMGT. The task is: Regression. Given a peptide amino acid sequence and an MHC pseudo amino acid sequence, predict their binding affinity value. This is MHC class I binding data. The peptide sequence is EYKKFIATF. The MHC is HLA-B15:17 with pseudo-sequence HLA-B15:17. The binding affinity (normalized) is 0.375.